From a dataset of Reaction yield outcomes from USPTO patents with 853,638 reactions. Predict the reaction yield, written as a fraction of the theoretical maximum amount of product (1.0 means a 100% yield; for example, 0.34 means a 34% yield). (1) The reactants are [CH2:1]([C:3]1[CH:4]=[N:5][N:6]([CH3:17])[C:7]=1[C:8]1[CH:9]=[C:10]([C:14]([OH:16])=O)[S:11][C:12]=1[CH3:13])[CH3:2].[NH2:18][C@@H:19]([CH2:32][C:33]1[CH:38]=[CH:37][CH:36]=[CH:35][C:34]=1[C:39]([F:42])([F:41])[F:40])[CH2:20][N:21]1[C:29](=[O:30])[C:28]2[C:23](=[CH:24][CH:25]=[CH:26][CH:27]=2)[C:22]1=[O:31].C(N(C(C)C)CC)(C)C.F[P-](F)(F)(F)(F)F.Br[P+](N1CCCC1)(N1CCCC1)N1CCCC1. The catalyst is ClCCl. The product is [O:30]=[C:29]1[C:28]2[C:23](=[CH:24][CH:25]=[CH:26][CH:27]=2)[C:22](=[O:31])[N:21]1[CH2:20][C@@H:19]([NH:18][C:14]([C:10]1[S:11][C:12]([CH3:13])=[C:8]([C:7]2[N:6]([CH3:17])[N:5]=[CH:4][C:3]=2[CH2:1][CH3:2])[CH:9]=1)=[O:16])[CH2:32][C:33]1[CH:38]=[CH:37][CH:36]=[CH:35][C:34]=1[C:39]([F:41])([F:40])[F:42]. The yield is 0.820. (2) The reactants are Br[C:2]1[CH:3]=[C:4]([NH:11][S:12]([C:15]2[CH:20]=[CH:19][C:18]([O:21][CH3:22])=[CH:17][CH:16]=2)(=[O:14])=[O:13])[C:5]([NH:8][CH2:9][CH3:10])=[N:6][CH:7]=1.[B:23]1([B:23]2[O:27][C:26]([CH3:29])([CH3:28])[C:25]([CH3:31])([CH3:30])[O:24]2)[O:27][C:26]([CH3:29])([CH3:28])[C:25]([CH3:31])([CH3:30])[O:24]1.C([O-])(=O)C.[K+]. The product is [CH2:9]([NH:8][C:5]1[C:4]([NH:11][S:12]([C:15]2[CH:20]=[CH:19][C:18]([O:21][CH3:22])=[CH:17][CH:16]=2)(=[O:14])=[O:13])=[CH:3][C:2]([B:23]2[O:27][C:26]([CH3:29])([CH3:28])[C:25]([CH3:31])([CH3:30])[O:24]2)=[CH:7][N:6]=1)[CH3:10]. The yield is 0.240. The catalyst is O1CCOCC1. (3) The reactants are CN[C:3]1[O:4][CH:5]=[CH:6][CH:7]=1.[C:8](O[C:8]([O:10][C:11]([CH3:14])([CH3:13])[CH3:12])=[O:9])([O:10][C:11]([CH3:14])([CH3:13])[CH3:12])=[O:9].[CH:23]([N:26](C(C)C)CC)(C)C. The catalyst is ClCCl. The product is [C:11]([O:10][C:8]([NH:26][CH2:23][C:3]1[O:4][CH:5]=[CH:6][CH:7]=1)=[O:9])([CH3:14])([CH3:13])[CH3:12]. The yield is 0.950. (4) The reactants are [CH2:1]([C:5]1[O:6][C:7]2[CH:13]=[CH:12][C:11]([NH:14][S:15]([CH3:18])(=[O:17])=[O:16])=[CH:10][C:8]=2[CH:9]=1)[CH2:2][CH2:3][CH3:4].[Li]CCCC.CCCCCC.[CH2:30]([N:34]([CH2:47][CH2:48][CH2:49][CH3:50])[CH2:35][CH2:36][CH2:37][O:38][C:39]1[CH:46]=[CH:45][C:42]([CH:43]=[O:44])=[CH:41][CH:40]=1)[CH2:31][CH2:32][CH3:33].[NH4+].[Cl-]. The catalyst is CCCCCC.C1COCC1. The product is [CH2:1]([C:5]1[O:6][C:7]2[CH:13]=[CH:12][C:11]([NH:14][S:15]([CH3:18])(=[O:16])=[O:17])=[CH:10][C:8]=2[C:9]=1[CH:43]([C:42]1[CH:41]=[CH:40][C:39]([O:38][CH2:37][CH2:36][CH2:35][N:34]([CH2:47][CH2:48][CH2:49][CH3:50])[CH2:30][CH2:31][CH2:32][CH3:33])=[CH:46][CH:45]=1)[OH:44])[CH2:2][CH2:3][CH3:4]. The yield is 0.400.